Dataset: NCI-60 drug combinations with 297,098 pairs across 59 cell lines. Task: Regression. Given two drug SMILES strings and cell line genomic features, predict the synergy score measuring deviation from expected non-interaction effect. Drug 1: CC1=CC=C(C=C1)C2=CC(=NN2C3=CC=C(C=C3)S(=O)(=O)N)C(F)(F)F. Drug 2: CC12CCC3C(C1CCC2O)C(CC4=C3C=CC(=C4)O)CCCCCCCCCS(=O)CCCC(C(F)(F)F)(F)F. Cell line: A498. Synergy scores: CSS=-0.991, Synergy_ZIP=6.32, Synergy_Bliss=-0.580, Synergy_Loewe=-0.902, Synergy_HSA=-1.93.